From a dataset of Full USPTO retrosynthesis dataset with 1.9M reactions from patents (1976-2016). Predict the reactants needed to synthesize the given product. Given the product [C:2]([NH:5][C:6]([CH2:23][CH2:22][CH2:21][CH2:20][N:17]=[N+:18]=[N-:19])([C:12]([O:14][CH2:15][CH3:16])=[O:13])[C:7]([O:9][CH2:10][CH3:11])=[O:8])(=[O:4])[CH3:3], predict the reactants needed to synthesize it. The reactants are: [Na].[C:2]([NH:5][CH:6]([C:12]([O:14][CH2:15][CH3:16])=[O:13])[C:7]([O:9][CH2:10][CH3:11])=[O:8])(=[O:4])[CH3:3].[N:17]([CH2:20][CH2:21][CH2:22][CH2:23]Br)=[N+:18]=[N-:19].